Dataset: Forward reaction prediction with 1.9M reactions from USPTO patents (1976-2016). Task: Predict the product of the given reaction. (1) Given the reactants C1(C)C=CC(S([O-])=[O:8])=CC=1.[Na+].[I-].C[N+]1C=CN(C)C=1.[CH:20]([C:22]1[CH:31]=[CH:30][C:25]([C:26]([O:28][CH3:29])=[O:27])=[CH:24][CH:23]=1)=[O:21].[H-].[Na+].Cl[C:35]1[C:36](Cl)=[N:37][C:38]2[C:43]([N:44]=1)=[CH:42][CH:41]=[CH:40][CH:39]=2, predict the reaction product. The product is: [CH3:29][O:28][C:26]([C:25]1[CH:30]=[CH:31][C:22]([C:20]([C:35]2[C:36](=[O:8])[NH:37][C:38]3[C:43]([N:44]=2)=[CH:42][CH:41]=[CH:40][CH:39]=3)=[O:21])=[CH:23][CH:24]=1)=[O:27]. (2) Given the reactants C1(C)C=CC=CC=1.[CH2:8]1[CH2:12][O:11][C:10]2[CH:13]=[CH:14][C:15]3[CH2:16][CH2:17][C:18](=O)[C:19]=3[C:9]1=2.[C:21]([CH2:23]P(=O)(OCC)OCC)#[N:22].C[O-].[Na+], predict the reaction product. The product is: [CH2:8]1[CH2:12][O:11][C:10]2[CH:13]=[CH:14][C:15]3[CH2:16][CH2:17]/[C:18](=[CH:23]\[C:21]#[N:22])/[C:19]=3[C:9]1=2. (3) Given the reactants [CH3:1][O:2][C:3]1[CH:23]=[CH:22][C:6](/[CH:7]=[N:8]/[CH:9]([C:16]2[CH:21]=[CH:20][CH:19]=[CH:18][CH:17]=2)[C:10]2[CH:15]=[CH:14][CH:13]=[CH:12][CH:11]=2)=[CH:5][CH:4]=1.C1C=C(Cl)C=C(C(OO)=[O:32])C=1, predict the reaction product. The product is: [CH:9]([N:8]1[CH:7]([C:6]2[CH:22]=[CH:23][C:3]([O:2][CH3:1])=[CH:4][CH:5]=2)[O:32]1)([C:16]1[CH:17]=[CH:18][CH:19]=[CH:20][CH:21]=1)[C:10]1[CH:15]=[CH:14][CH:13]=[CH:12][CH:11]=1. (4) Given the reactants [Mg].C(Br)C.[C:5]1([C@H:11]([CH3:20])[CH2:12][C:13]2[CH:18]=[CH:17][C:16](Cl)=[CH:15][CH:14]=2)[CH:10]=[CH:9][CH:8]=[CH:7][CH:6]=1.[I:21]I.Cl, predict the reaction product. The product is: [C:5]1([C@H:11]([CH3:20])[CH2:12][C:13]2[CH:18]=[CH:17][C:16]([I:21])=[CH:15][CH:14]=2)[CH:10]=[CH:9][CH:8]=[CH:7][CH:6]=1.